From a dataset of Peptide-MHC class I binding affinity with 185,985 pairs from IEDB/IMGT. Regression. Given a peptide amino acid sequence and an MHC pseudo amino acid sequence, predict their binding affinity value. This is MHC class I binding data. (1) The peptide sequence is YTVKQPNL. The MHC is H-2-Db with pseudo-sequence H-2-Db. The binding affinity (normalized) is 0.0687. (2) The peptide sequence is KMLLNRFTTR. The MHC is HLA-A31:01 with pseudo-sequence HLA-A31:01. The binding affinity (normalized) is 0.877.